From a dataset of Full USPTO retrosynthesis dataset with 1.9M reactions from patents (1976-2016). Predict the reactants needed to synthesize the given product. (1) Given the product [Cl:1][C:2]1[CH:7]=[C:6]([C:8]([F:10])([F:11])[F:9])[CH:5]=[CH:4][C:3]=1[C:12]1[CH:21]=[CH:20][CH:19]=[C:18]2[C:13]=1[CH:14]=[CH:15][C:16]([S:22]([NH:42][C:38]1[S:37][CH:41]=[CH:40][N:39]=1)(=[O:24])=[O:23])=[CH:17]2, predict the reactants needed to synthesize it. The reactants are: [Cl:1][C:2]1[CH:7]=[C:6]([C:8]([F:11])([F:10])[F:9])[CH:5]=[CH:4][C:3]=1[C:12]1[CH:21]=[CH:20][CH:19]=[C:18]2[C:13]=1[CH:14]=[CH:15][C:16]([S:22](OC1C(F)=C(F)C(F)=C(F)C=1F)(=[O:24])=[O:23])=[CH:17]2.[S:37]1[CH:41]=[CH:40][N:39]=[C:38]1[NH2:42].C[Si]([N-][Si](C)(C)C)(C)C.[Li+]. (2) Given the product [Br:20][C:12]1[C:11]2[C:16](=[CH:17][C:8]([C:6]3[CH:7]=[C:2]([F:1])[CH:3]=[CH:4][C:5]=3[CH3:19])=[CH:9][CH:10]=2)[CH:15]=[N:14][C:13]=1[NH2:18], predict the reactants needed to synthesize it. The reactants are: [F:1][C:2]1[CH:3]=[CH:4][C:5]([CH3:19])=[C:6]([C:8]2[CH:17]=[C:16]3[C:11]([CH:12]=[C:13]([NH2:18])[N:14]=[CH:15]3)=[CH:10][CH:9]=2)[CH:7]=1.[Br:20]N1C(=O)CCC1=O.O.C(=O)(O)[O-].[Na+]. (3) Given the product [F:36][C:37]1[CH:38]=[CH:39][C:40]2[N:41]([CH:43]=[C:44]([C:46]([NH:48][C@H:49]3[CH2:54][CH2:53][C@@H:52]([N:55]4[C:60](=[O:61])[C:59]5[CH:62]=[C:63]([F:66])[CH:64]=[N:65][C:58]=5[N:57]([C:67]5[CH:68]=[C:69]([C:83]6[CH:84]=[CH:85][C:86]([O:87][CH2:88][CH2:89][N:90]7[CH2:91][CH2:92][CH2:93][CH2:94]7)=[CH:95][CH:96]=6)[CH:70]=[CH:71][CH:72]=5)[C:56]4=[O:74])[CH2:51][CH2:50]3)=[O:47])[N:45]=2)[CH:42]=1, predict the reactants needed to synthesize it. The reactants are: C1(P(C2CCCCC2)C2C=CC=CC=2C2C(OC)=CC=CC=2OC)CCCCC1.C(=O)([O-])[O-].[K+].[K+].[F:36][C:37]1[CH:38]=[CH:39][C:40]2[N:41]([CH:43]=[C:44]([C:46]([NH:48][C@H:49]3[CH2:54][CH2:53][C@@H:52]([N:55]4[C:60](=[O:61])[C:59]5[CH:62]=[C:63]([F:66])[CH:64]=[N:65][C:58]=5[N:57]([C:67]5[CH:72]=[CH:71][CH:70]=[C:69](I)[CH:68]=5)[C:56]4=[O:74])[CH2:51][CH2:50]3)=[O:47])[N:45]=2)[CH:42]=1.CC1(C)C(C)(C)OB([C:83]2[CH:96]=[CH:95][C:86]([O:87][CH2:88][CH2:89][N:90]3[CH2:94][CH2:93][CH2:92][CH2:91]3)=[CH:85][CH:84]=2)O1.